Dataset: Full USPTO retrosynthesis dataset with 1.9M reactions from patents (1976-2016). Task: Predict the reactants needed to synthesize the given product. (1) The reactants are: CC1(C)[O:6][C@@H:5]([CH2:7][O:8][NH:9][C:10]([C:12]2[O:20][C:15]3[N:16]=[CH:17][N:18]=[CH:19][C:14]=3[C:13]=2[NH:21][C:22]2[CH:27]=[CH:26][C:25]([I:28])=[CH:24][C:23]=2[F:29])=[O:11])[CH2:4][O:3]1. Given the product [OH:6][C@H:5]([CH2:4][OH:3])[CH2:7][O:8][NH:9][C:10]([C:12]1[O:20][C:15]2[N:16]=[CH:17][N:18]=[CH:19][C:14]=2[C:13]=1[NH:21][C:22]1[CH:27]=[CH:26][C:25]([I:28])=[CH:24][C:23]=1[F:29])=[O:11], predict the reactants needed to synthesize it. (2) Given the product [Cl:1][C:2]1[CH:3]=[C:4]([CH:10]=[CH:11][C:12]=1[O:13][S:21]([C:24]([F:27])([F:26])[F:25])(=[O:23])=[O:22])[C:5]([O:7][CH2:8][CH3:9])=[O:6], predict the reactants needed to synthesize it. The reactants are: [Cl:1][C:2]1[CH:3]=[C:4]([CH:10]=[CH:11][C:12]=1[OH:13])[C:5]([O:7][CH2:8][CH3:9])=[O:6].C1C=CC(N[S:21]([C:24]([F:27])([F:26])[F:25])(=[O:23])=[O:22])=CC=1.